From a dataset of Full USPTO retrosynthesis dataset with 1.9M reactions from patents (1976-2016). Predict the reactants needed to synthesize the given product. (1) The reactants are: O.[OH-].[Li+].[CH3:4][C:5]([O:8][CH2:9][C@@H:10]([C:37]([O:39]C)=[O:38])[NH:11][C:12]([C:14]1[C:23]([NH:24][C:25]([NH:27][C:28]2[C:33]([CH3:34])=[CH:32][C:31]([CH3:35])=[CH:30][C:29]=2[CH3:36])=[O:26])=[CH:22][C:21]2[C:16](=[CH:17][CH:18]=[CH:19][CH:20]=2)[CH:15]=1)=[O:13])([CH3:7])[CH3:6].O.Cl. Given the product [CH3:7][C:5]([O:8][CH2:9][C@@H:10]([C:37]([OH:39])=[O:38])[NH:11][C:12]([C:14]1[C:23]([NH:24][C:25]([NH:27][C:28]2[C:29]([CH3:36])=[CH:30][C:31]([CH3:35])=[CH:32][C:33]=2[CH3:34])=[O:26])=[CH:22][C:21]2[C:16](=[CH:17][CH:18]=[CH:19][CH:20]=2)[CH:15]=1)=[O:13])([CH3:4])[CH3:6], predict the reactants needed to synthesize it. (2) Given the product [Cl:1][C:2]1[CH:7]=[CH:6][C:5]([CH:8]([C:13]2[C:21]3[C:16](=[C:17]([NH:28][S:25]([CH3:24])(=[O:27])=[O:26])[CH:18]=[CH:19][CH:20]=3)[NH:15][N:14]=2)[CH2:9][CH2:10][C:11]#[N:12])=[C:4]([F:23])[CH:3]=1, predict the reactants needed to synthesize it. The reactants are: [Cl:1][C:2]1[CH:7]=[CH:6][C:5]([CH:8]([C:13]2[C:21]3[C:16](=[C:17](I)[CH:18]=[CH:19][CH:20]=3)[NH:15][N:14]=2)[CH2:9][CH2:10][C:11]#[N:12])=[C:4]([F:23])[CH:3]=1.[CH3:24][S:25]([NH2:28])(=[O:27])=[O:26].[O-]P([O-])([O-])=O.[K+].[K+].[K+].O1CCOCC1. (3) The reactants are: [C:1]([C:3]1[CH:4]=[C:5]([S:9]([O-:11])=[O:10])[CH:6]=[CH:7][CH:8]=1)#[N:2].[Na+].Br[C:14]1[CH:22]=[CH:21][C:20]2[N:19]([CH3:23])[C:18]3[CH2:24][CH:25]4[NH:29][CH:28]([C:17]=3[C:16]=2[C:15]=1[C:30]([O:32][C:33]([CH3:36])([CH3:35])[CH3:34])=[O:31])[CH2:27][CH2:26]4. Given the product [C:1]([C:3]1[CH:4]=[C:5]([S:9]([C:14]2[CH:22]=[CH:21][C:20]3[N:19]([CH3:23])[C:18]4[CH2:24][CH:25]5[NH:29][CH:28]([C:17]=4[C:16]=3[C:15]=2[C:30]([O:32][C:33]([CH3:36])([CH3:35])[CH3:34])=[O:31])[CH2:27][CH2:26]5)(=[O:11])=[O:10])[CH:6]=[CH:7][CH:8]=1)#[N:2], predict the reactants needed to synthesize it. (4) The reactants are: N[C:2]1[CH:3]=[CH:4][C:5]([O:8][C:9]2[CH:14]=[CH:13][C:12]([C:15]([N:17]3[CH2:22][CH2:21][N:20]([CH2:23][C:24]4[CH:29]=[CH:28][CH:27]=[CH:26][CH:25]=4)[CH2:19][CH2:18]3)=[O:16])=[CH:11][CH:10]=2)=[N:6][CH:7]=1.[N+]([O-])([O-])=O.[Na+].[Cl:35][C:36]1[CH:37]=[C:38]([SH:43])[CH:39]=[CH:40][C:41]=1[Cl:42]. Given the product [CH2:23]([N:20]1[CH2:19][CH2:18][N:17]([C:15]([C:12]2[CH:13]=[CH:14][C:9]([O:8][C:5]3[CH:4]=[CH:3][C:2]([S:43][C:38]4[CH:39]=[CH:40][C:41]([Cl:42])=[C:36]([Cl:35])[CH:37]=4)=[CH:7][N:6]=3)=[CH:10][CH:11]=2)=[O:16])[CH2:22][CH2:21]1)[C:24]1[CH:29]=[CH:28][CH:27]=[CH:26][CH:25]=1, predict the reactants needed to synthesize it. (5) Given the product [CH3:35][C:34]([CH3:37])([CH3:36])[C:33]([O:39][CH2:40][O:13][C:12](=[O:14])[C:11]1[CH:15]=[CH:16][CH:17]=[C:9]([CH2:8][CH:7]([NH:6][C:1](=[O:5])[CH2:2][CH2:3][CH3:4])[B:20]2[O:28][CH:27]3[C:22]([CH3:32])([CH:23]4[CH2:29][CH:25]([CH2:26]3)[C:24]4([CH3:31])[CH3:30])[O:21]2)[C:10]=1[O:18][CH3:19])=[O:38], predict the reactants needed to synthesize it. The reactants are: [C:1]([NH:6][CH:7]([B:20]1[O:28][CH:27]2[C:22]([CH3:32])([CH:23]3[CH2:29][CH:25]([CH2:26]2)[C:24]3([CH3:31])[CH3:30])[O:21]1)[CH2:8][C:9]1[C:10]([O:18][CH3:19])=[C:11]([CH:15]=[CH:16][CH:17]=1)[C:12]([OH:14])=[O:13])(=[O:5])[CH2:2][CH2:3][CH3:4].[C:33]([O:39][CH2:40]Cl)(=[O:38])[C:34]([CH3:37])([CH3:36])[CH3:35].